From a dataset of NCI-60 drug combinations with 297,098 pairs across 59 cell lines. Regression. Given two drug SMILES strings and cell line genomic features, predict the synergy score measuring deviation from expected non-interaction effect. (1) Drug 1: C1=C(C(=O)NC(=O)N1)F. Drug 2: C1=CN(C(=O)N=C1N)C2C(C(C(O2)CO)O)O.Cl. Cell line: MOLT-4. Synergy scores: CSS=88.5, Synergy_ZIP=5.91, Synergy_Bliss=5.49, Synergy_Loewe=7.46, Synergy_HSA=10.4. (2) Drug 1: CC1=C(C=C(C=C1)NC(=O)C2=CC=C(C=C2)CN3CCN(CC3)C)NC4=NC=CC(=N4)C5=CN=CC=C5. Drug 2: CC1=C(C(=O)C2=C(C1=O)N3CC4C(C3(C2COC(=O)N)OC)N4)N. Cell line: NCIH23. Synergy scores: CSS=51.3, Synergy_ZIP=1.75, Synergy_Bliss=2.18, Synergy_Loewe=-29.1, Synergy_HSA=3.90. (3) Drug 1: C1=CC=C(C=C1)NC(=O)CCCCCCC(=O)NO. Drug 2: CS(=O)(=O)CCNCC1=CC=C(O1)C2=CC3=C(C=C2)N=CN=C3NC4=CC(=C(C=C4)OCC5=CC(=CC=C5)F)Cl. Cell line: BT-549. Synergy scores: CSS=4.02, Synergy_ZIP=-3.40, Synergy_Bliss=-3.38, Synergy_Loewe=-4.21, Synergy_HSA=-2.66. (4) Drug 1: C1CCN(CC1)CCOC2=CC=C(C=C2)C(=O)C3=C(SC4=C3C=CC(=C4)O)C5=CC=C(C=C5)O. Drug 2: C1CCC(C(C1)N)N.C(=O)(C(=O)[O-])[O-].[Pt+4]. Cell line: HCC-2998. Synergy scores: CSS=25.8, Synergy_ZIP=-4.96, Synergy_Bliss=1.45, Synergy_Loewe=-10.7, Synergy_HSA=-0.514. (5) Drug 1: C1CC(=O)NC(=O)C1N2C(=O)C3=CC=CC=C3C2=O. Drug 2: CC(C)CN1C=NC2=C1C3=CC=CC=C3N=C2N. Cell line: DU-145. Synergy scores: CSS=-2.11, Synergy_ZIP=4.05, Synergy_Bliss=5.21, Synergy_Loewe=-1.22, Synergy_HSA=-3.96. (6) Drug 1: C1=NC2=C(N=C(N=C2N1C3C(C(C(O3)CO)O)O)F)N. Drug 2: CCN(CC)CCNC(=O)C1=C(NC(=C1C)C=C2C3=C(C=CC(=C3)F)NC2=O)C. Cell line: RXF 393. Synergy scores: CSS=-1.80, Synergy_ZIP=4.57, Synergy_Bliss=4.93, Synergy_Loewe=-2.36, Synergy_HSA=-5.80. (7) Drug 1: CC1=CC=C(C=C1)C2=CC(=NN2C3=CC=C(C=C3)S(=O)(=O)N)C(F)(F)F. Drug 2: CN(CCCl)CCCl.Cl. Cell line: OVCAR-8. Synergy scores: CSS=7.21, Synergy_ZIP=0.0484, Synergy_Bliss=1.68, Synergy_Loewe=-4.38, Synergy_HSA=0.0300. (8) Drug 1: C1C(C(OC1N2C=NC3=C(N=C(N=C32)Cl)N)CO)O. Drug 2: C1=NC(=NC(=O)N1C2C(C(C(O2)CO)O)O)N. Cell line: HCT116. Synergy scores: CSS=63.9, Synergy_ZIP=0.0394, Synergy_Bliss=1.03, Synergy_Loewe=-3.46, Synergy_HSA=2.08. (9) Drug 1: C1=C(C(=O)NC(=O)N1)F. Drug 2: C1=CC=C(C(=C1)C(C2=CC=C(C=C2)Cl)C(Cl)Cl)Cl. Cell line: EKVX. Synergy scores: CSS=20.6, Synergy_ZIP=-2.54, Synergy_Bliss=-6.98, Synergy_Loewe=-8.44, Synergy_HSA=-6.58. (10) Drug 1: CC1OCC2C(O1)C(C(C(O2)OC3C4COC(=O)C4C(C5=CC6=C(C=C35)OCO6)C7=CC(=C(C(=C7)OC)O)OC)O)O. Drug 2: CN(CC1=CN=C2C(=N1)C(=NC(=N2)N)N)C3=CC=C(C=C3)C(=O)NC(CCC(=O)O)C(=O)O. Cell line: SNB-19. Synergy scores: CSS=54.1, Synergy_ZIP=-3.58, Synergy_Bliss=-4.96, Synergy_Loewe=-4.75, Synergy_HSA=-0.751.